This data is from Full USPTO retrosynthesis dataset with 1.9M reactions from patents (1976-2016). The task is: Predict the reactants needed to synthesize the given product. (1) Given the product [CH2:1]([C:3]1[C:10]([OH:11])=[CH:9][CH:8]=[C:7]([CH2:13][CH3:14])[C:4]=1[CH:5]=[O:6])[CH3:2], predict the reactants needed to synthesize it. The reactants are: [CH2:1]([C:3]1[C:10]([O:11]C)=[CH:9][CH:8]=[C:7]([CH2:13][CH3:14])[C:4]=1[CH:5]=[O:6])[CH3:2].B(Br)(Br)Br. (2) Given the product [Br:1][C:2]1[CH:3]=[CH:4][C:5]([O:6][C:7]2[CH:12]=[CH:11][C:10]([F:13])=[CH:9][C:8]=2[NH:14][S:15]([C:18]2[CH:19]=[CH:20][C:21]([C:22]([NH:47][CH2:46][CH2:45][N:42]3[CH2:41][CH2:40][N:39]([C:34]4[CH:35]=[CH:36][CH:37]=[CH:38][N:33]=4)[CH2:44][CH2:43]3)=[O:24])=[CH:25][CH:26]=2)(=[O:17])=[O:16])=[CH:27][CH:28]=1, predict the reactants needed to synthesize it. The reactants are: [Br:1][C:2]1[CH:28]=[CH:27][C:5]([O:6][C:7]2[CH:12]=[CH:11][C:10]([F:13])=[CH:9][C:8]=2[NH:14][S:15]([C:18]2[CH:26]=[CH:25][C:21]([C:22]([OH:24])=O)=[CH:20][CH:19]=2)(=[O:17])=[O:16])=[CH:4][CH:3]=1.Cl.Cl.Cl.Cl.[N:33]1[CH:38]=[CH:37][CH:36]=[CH:35][C:34]=1[N:39]1[CH2:44][CH2:43][N:42]([CH2:45][CH2:46][NH2:47])[CH2:41][CH2:40]1. (3) Given the product [CH:10]1([N:14]2[C:26]3[CH2:25][CH2:24][CH:23]([CH:27]4[CH2:32][CH2:31][O:30][CH2:29][CH2:28]4)[CH2:22][C:21]=3[C:20]3[C:15]2=[CH:16][CH:17]=[C:18]([C:33]([N:41]([CH2:42][CH3:43])[CH2:40][C:39]([NH:38][CH2:36][CH3:37])=[O:44])=[O:34])[CH:19]=3)[CH2:11][CH2:12][CH2:13]1, predict the reactants needed to synthesize it. The reactants are: C(N(CC)C(C)C)(C)C.[CH:10]1([N:14]2[C:26]3[CH2:25][CH2:24][CH:23]([CH:27]4[CH2:32][CH2:31][O:30][CH2:29][CH2:28]4)[CH2:22][C:21]=3[C:20]3[C:15]2=[CH:16][CH:17]=[C:18]([C:33](O)=[O:34])[CH:19]=3)[CH2:13][CH2:12][CH2:11]1.[CH2:36]([NH:38][C:39](=[O:44])[CH2:40][NH:41][CH2:42][CH3:43])[CH3:37].CN(C(ON1N=NC2C=CC=NC1=2)=[N+](C)C)C.F[P-](F)(F)(F)(F)F. (4) The reactants are: [CH2:1]([O:3][C:4]([C:6]1([C:9]2[CH:14]=[CH:13][C:12]([C:15]3[CH:20]=[CH:19][C:18]([C:21]4[O:25][N:24]=[C:23]([CH3:26])[C:22]=4[NH:27][C:28]4[CH:33]=[CH:32][CH:31]=[C:30](Br)[N:29]=4)=[CH:17][CH:16]=3)=[CH:11][CH:10]=2)[CH2:8][CH2:7]1)=[O:5])[CH3:2].[F:35][C:36]1[C:37]([O:45][CH3:46])=[C:38](B(O)O)[CH:39]=[CH:40][CH:41]=1. Given the product [CH2:1]([O:3][C:4]([C:6]1([C:9]2[CH:14]=[CH:13][C:12]([C:15]3[CH:20]=[CH:19][C:18]([C:21]4[O:25][N:24]=[C:23]([CH3:26])[C:22]=4[NH:27][C:28]4[CH:33]=[CH:32][CH:31]=[C:30]([C:38]5[CH:39]=[CH:40][CH:41]=[C:36]([F:35])[C:37]=5[O:45][CH3:46])[N:29]=4)=[CH:17][CH:16]=3)=[CH:11][CH:10]=2)[CH2:8][CH2:7]1)=[O:5])[CH3:2], predict the reactants needed to synthesize it. (5) Given the product [CH3:25][O:24][C:3]1[CH:4]=[C:5]2[C:14](=[CH:15][C:2]=1[O:31][CH3:29])[CH2:13][CH:12]([C:16]1[CH:21]=[CH:20][C:19]([O:22][CH3:23])=[CH:18][CH:17]=1)[CH:11]1[CH:6]2[CH2:7][CH2:8][CH2:9][CH2:10]1, predict the reactants needed to synthesize it. The reactants are: Br[C:2]1[CH:15]=[C:14]2[C:5]([CH:6]3[CH:11]([CH:12]([C:16]4[CH:21]=[CH:20][C:19]([O:22][CH3:23])=[CH:18][CH:17]=4)[CH2:13]2)[CH2:10][CH2:9][CH2:8][CH2:7]3)=[CH:4][C:3]=1[O:24][CH3:25].C[O-].[Na+].[C:29](OCC)(=[O:31])C.Cl. (6) Given the product [Cl:1][C:2]1[CH:7]=[CH:6][CH:5]=[C:4]([N:8]=[C:9]=[O:10])[C:3]=1[CH3:13], predict the reactants needed to synthesize it. The reactants are: [Cl:1][C:2]1[CH:7]=[CH:6][CH:5]=[C:4]([NH:8][C:9](OC)=[O:10])[C:3]=1[CH3:13].P(Cl)(Cl)(Cl)(Cl)Cl. (7) Given the product [NH2:13][C:7]1[C:8]([C:11]([NH2:12])=[O:3])=[N:9][CH:10]=[C:5]([Br:4])[CH:6]=1, predict the reactants needed to synthesize it. The reactants are: C([OH:3])C.[Br:4][C:5]1[CH:6]=[C:7]([N+:13]([O-])=O)[C:8]([C:11]#[N:12])=[N:9][CH:10]=1.C(OCC)(=O)C. (8) Given the product [CH3:1][C:2]1[C:3](=[O:9])[CH2:4][CH2:5][CH2:6][C:7]=1[NH:10][C:11]1[CH:16]=[CH:15][CH:14]=[CH:13][C:12]=1[CH3:17], predict the reactants needed to synthesize it. The reactants are: [CH3:1][CH:2]1[C:7](=O)[CH2:6][CH2:5][CH2:4][C:3]1=[O:9].[NH2:10][C:11]1[C:12]([CH3:17])=[CH:13][CH:14]=[CH:15][CH:16]=1.